Dataset: Reaction yield outcomes from USPTO patents with 853,638 reactions. Task: Predict the reaction yield, written as a fraction of the theoretical maximum amount of product (1.0 means a 100% yield; for example, 0.34 means a 34% yield). (1) The reactants are C[O-].[Na+].CCO.Cl.[N:8]1[CH2:12][CH2:11][CH2:10][C:9]=1[NH2:13].Br[C:15](=[CH:18]OCCC)[CH:16]=[O:17]. The catalyst is C(Cl)(Cl)Cl.C(N(CC)CC)C. The product is [N:13]1[C:15]([CH:16]=[O:17])=[CH:18][N:8]2[CH2:12][CH2:11][CH2:10][C:9]=12. The yield is 0.410. (2) The reactants are [CH2:1]([O:3][C:4](=[O:22])[C:5](=O)[CH2:6][C:7]1[CH:17]=[CH:16][C:10]([C:11]([O:13][CH2:14][CH3:15])=[O:12])=[CH:9][C:8]=1[N+:18]([O-])=O)[CH3:2].O. The catalyst is C(O)(=O)C.CCOC(C)=O.[Zn]. The product is [NH:18]1[C:8]2[C:7](=[CH:17][CH:16]=[C:10]([C:11]([O:13][CH2:14][CH3:15])=[O:12])[CH:9]=2)[CH:6]=[C:5]1[C:4]([O:3][CH2:1][CH3:2])=[O:22]. The yield is 0.830. (3) The product is [CH2:27]([N:48]([CH2:38][CH2:39][CH3:40])[C:49]([C:50]1[CH:51]=[C:52]([CH:53]=[CH:54][CH:55]=1)[C:57]([OH:59])=[O:58])=[O:61])[CH2:2][CH3:3]. The yield is 0.770. The catalyst is CN(C=O)C.C1C=CC([P]([Pd]([P](C2C=CC=CC=2)(C2C=CC=CC=2)C2C=CC=CC=2)([P](C2C=CC=CC=2)(C2C=CC=CC=2)C2C=CC=CC=2)[P](C2C=CC=CC=2)(C2C=CC=CC=2)C2C=CC=CC=2)(C2C=CC=CC=2)C2C=CC=CC=2)=CC=1.C(OCC)(=O)C. The reactants are F[C:2]1[CH:3]=C(C=C(F)[CH:27]=1)C[C@@H]([C@@H](C1COCCN1C(OC(C)(C)C)=O)O)C(O)=O.[Si](O[C@H]([C@H]1C[C@@H](OCCC)CN1C(OC(C)(C)C)=O)[C@@H:38]([NH:48][C:49](=[O:61])[C:50]1[CH:55]=[C:54](C)[CH:53]=[C:52]([C:57]([O:59]C)=[O:58])[CH:51]=1)[CH2:39][C:40]1C=C(F)C=C(F)C=1)(C(C)(C)C)(C)C.BrC1C=C(C=C(C(OC)=O)C=1)C(N[C@@H](CC1C=C(F)C=C(F)C=1)[C@@H]([C@H]1C[C@@H](OCCC)CN1C(OC(C)(C)C)=O)O[Si](C(C)(C)C)(C)C)=O.C(=O)([O-])[O-].[K+].[K+].CB1OB(C)OB(C)O1. (4) The reactants are [CH3:1][O:2][C:3]1[CH:4]=[C:5]([C:8]([O:11][CH2:12][C:13]2[C:14]([C:19]3[N:23](C4CCCCO4)[N:22]=[CH:21][C:20]=3[CH3:30])=[N:15][CH:16]=[CH:17][CH:18]=2)=[CH:9][N:10]=1)[CH:6]=[O:7].Cl. The catalyst is CCO. The product is [CH3:1][O:2][C:3]1[CH:4]=[C:5]([C:8]([O:11][CH2:12][C:13]2[C:14]([C:19]3[NH:23][N:22]=[CH:21][C:20]=3[CH3:30])=[N:15][CH:16]=[CH:17][CH:18]=2)=[CH:9][N:10]=1)[CH:6]=[O:7]. The yield is 0.460. (5) The reactants are [CH2:1]([O:8][C:9]1[CH:18]=[C:17]([O:19][CH2:20][C:21]2[CH:26]=[CH:25][CH:24]=[CH:23][CH:22]=2)[C:16]([C:27]([CH3:29])=[CH2:28])=[CH:15][C:10]=1[C:11]([O:13]C)=[O:12])[C:2]1[CH:7]=[CH:6][CH:5]=[CH:4][CH:3]=1.[OH-].[K+]. The catalyst is CO.O. The product is [CH2:1]([O:8][C:9]1[CH:18]=[C:17]([O:19][CH2:20][C:21]2[CH:26]=[CH:25][CH:24]=[CH:23][CH:22]=2)[C:16]([C:27]([CH3:29])=[CH2:28])=[CH:15][C:10]=1[C:11]([OH:13])=[O:12])[C:2]1[CH:3]=[CH:4][CH:5]=[CH:6][CH:7]=1. The yield is 0.890. (6) The reactants are [CH3:1][C:2]1([CH3:25])[CH2:8][C:7]([CH2:13][C:14]#[CH:15])([C:9]([F:12])([F:11])[F:10])[O:6][CH:5]([O:16]CCCO)[C:4]2[CH:21]=[CH:22][CH:23]=[CH:24][C:3]1=2.Cl. The catalyst is C1COCC1. The product is [CH3:1][C:2]1([CH3:25])[CH2:8][C:7]([CH2:13][C:14]#[CH:15])([C:9]([F:10])([F:11])[F:12])[O:6][CH:5]([OH:16])[C:4]2[CH:21]=[CH:22][CH:23]=[CH:24][C:3]1=2. The yield is 0.460. (7) The reactants are [NH2:1][C:2](=[NH:16])[N:3]1[CH2:8][CH2:7][N:6]([C:9]([O:11][C:12]([CH3:15])([CH3:14])[CH3:13])=[O:10])[CH2:5][CH2:4]1.[Cl:17][C:18]([SH:21])(Cl)Cl.[OH-].[Na+]. The catalyst is ClCCl.O. The product is [Cl:17][C:18]1[S:21][N:1]=[C:2]([N:3]2[CH2:4][CH2:5][N:6]([C:9]([O:11][C:12]([CH3:13])([CH3:15])[CH3:14])=[O:10])[CH2:7][CH2:8]2)[N:16]=1. The yield is 0.595.